Predict the reaction yield, written as a fraction of the theoretical maximum amount of product (1.0 means a 100% yield; for example, 0.34 means a 34% yield). From a dataset of Reaction yield outcomes from USPTO patents with 853,638 reactions. (1) The catalyst is CCCCCCC.CCOC(C)=O. The product is [CH2:19]([CH:23]1[CH2:28][CH2:27][N:26]([CH2:2][C@@H:3]([CH3:18])[CH2:4][N:5]2[C:10]3[CH:11]=[C:12]([O:15][CH3:16])[CH:13]=[CH:14][C:9]=3[O:8][CH2:7][C:6]2=[O:17])[CH2:25][CH2:24]1)[CH2:20][CH2:21][CH3:22]. The yield is 0.270. The reactants are I[CH2:2][C@@H:3]([CH3:18])[CH2:4][N:5]1[C:10]2[CH:11]=[C:12]([O:15][CH3:16])[CH:13]=[CH:14][C:9]=2[O:8][CH2:7][C:6]1=[O:17].[CH2:19]([CH:23]1[CH2:28][CH2:27][NH:26][CH2:25][CH2:24]1)[CH2:20][CH2:21][CH3:22]. (2) The reactants are [CH2:1]([N:3]1[CH:8]2[CH2:9][CH2:10][CH:4]1[CH2:5][CH:6]([C:11]1[N:16]3[N:17]=[C:18]([C:21]4[CH:26]=[CH:25][N:24]=[CH:23][CH:22]=4)[C:19](I)=[C:15]3[N:14]=[CH:13][CH:12]=1)[CH2:7]2)[CH3:2].[CH3:27][O:28][C:29]1[CH:34]=[C:33](B2OC(C)(C)C(C)(C)O2)[CH:32]=[CH:31][C:30]=1[NH:44][C:45](=[O:51])[O:46][C:47]([CH3:50])([CH3:49])[CH3:48]. No catalyst specified. The product is [CH2:1]([N:3]1[CH:8]2[CH2:9][CH2:10][CH:4]1[CH2:5][CH:6]([C:11]1[N:16]3[N:17]=[C:18]([C:21]4[CH:26]=[CH:25][N:24]=[CH:23][CH:22]=4)[C:19]([C:33]4[CH:32]=[CH:31][C:30]([NH:44][C:45](=[O:51])[O:46][C:47]([CH3:48])([CH3:49])[CH3:50])=[C:29]([O:28][CH3:27])[CH:34]=4)=[C:15]3[N:14]=[CH:13][CH:12]=1)[CH2:7]2)[CH3:2]. The yield is 0.390. (3) The reactants are [CH3:1][O:2][C:3](=[O:38])[C@@H:4]([NH:14][C:15]([C:17]1[C:18]([CH2:36][CH3:37])=[N:19][C:20]([NH:25][CH2:26][CH2:27][CH2:28][C:29]2[CH:34]=[CH:33][CH:32]=[C:31]([OH:35])[CH:30]=2)=[N:21][C:22]=1[CH2:23][CH3:24])=[O:16])[CH2:5][NH:6][C:7]([O:9]C(C)(C)C)=O.[C:39](O)([C:41](F)(F)F)=O.C(N(CC)CC)C.[S:53]1[CH:57]=CC=[C:54]1C(O)=O.CN(C(ON1N=NC2C=CC=CC1=2)=[N+](C)C)C.F[P-](F)(F)(F)(F)F.C1C=CC2N(O)N=NC=2C=1. The catalyst is C(Cl)Cl. The product is [CH3:1][O:2][C:3](=[O:38])[C@@H:4]([NH:14][C:15]([C:17]1[C:22]([CH2:23][CH3:24])=[N:21][C:20]([NH:25][CH2:26][CH2:27][CH2:28][C:29]2[CH:34]=[CH:33][CH:32]=[C:31]([OH:35])[CH:30]=2)=[N:19][C:18]=1[CH2:36][CH3:37])=[O:16])[CH2:5][NH:6][C:7]([C:54]1[S:53][CH:57]=[CH:39][CH:41]=1)=[O:9]. The yield is 0.420. (4) The reactants are Cl.[NH2:2][CH2:3][C:4]1[CH:5]=[C:6](B(O)O)[CH:7]=[CH:8][CH:9]=1.Cl[C:14]1[CH:19]=[CH:18][C:17]([C:20]([F:23])([F:22])[F:21])=[CH:16][N:15]=1.C(=O)([O-])[O-].[Cs+].[Cs+].C(COC)OC.O. The catalyst is C(OCC)(=O)C.C1C=CC([P]([Pd]([P](C2C=CC=CC=2)(C2C=CC=CC=2)C2C=CC=CC=2)([P](C2C=CC=CC=2)(C2C=CC=CC=2)C2C=CC=CC=2)[P](C2C=CC=CC=2)(C2C=CC=CC=2)C2C=CC=CC=2)(C2C=CC=CC=2)C2C=CC=CC=2)=CC=1.CO.O. The product is [F:21][C:20]([F:23])([F:22])[C:17]1[CH:18]=[CH:19][C:14]([C:8]2[CH:9]=[C:4]([CH:5]=[CH:6][CH:7]=2)[CH2:3][NH2:2])=[N:15][CH:16]=1. The yield is 0.420.